Task: Predict the reactants needed to synthesize the given product.. Dataset: Full USPTO retrosynthesis dataset with 1.9M reactions from patents (1976-2016) (1) The reactants are: [C:1]1([S:7][CH2:8][C@H:9]([NH:14][C:15]2[CH:20]=[CH:19][C:18]([S:21](=[O:24])(=[O:23])[NH2:22])=[CH:17][C:16]=2[S:25]([C:28]([F:31])([F:30])[F:29])(=[O:27])=[O:26])[CH2:10][C:11](O)=[O:12])[CH:6]=[CH:5][CH:4]=[CH:3][CH:2]=1.[CH2:32]([N:34]([CH2:37][C@@H:38]1[CH2:43][O:42][CH2:41][CH2:40][N:39]1C(OC(C)(C)C)=O)[CH2:35][CH3:36])[CH3:33].CCN(C(C)C)C(C)C.CN(C(ON1N=NC2C=CC=NC1=2)=[N+](C)C)C.F[P-](F)(F)(F)(F)F. Given the product [CH2:32]([N:34]([CH2:37][C@H:38]1[N:39]([C:11](=[O:12])[CH2:10][C@@H:9]([NH:14][C:15]2[CH:20]=[CH:19][C:18]([S:21]([NH2:22])(=[O:23])=[O:24])=[CH:17][C:16]=2[S:25]([C:28]([F:29])([F:31])[F:30])(=[O:27])=[O:26])[CH2:8][S:7][C:1]2[CH:2]=[CH:3][CH:4]=[CH:5][CH:6]=2)[CH2:40][CH2:41][O:42][CH2:43]1)[CH2:35][CH3:36])[CH3:33], predict the reactants needed to synthesize it. (2) Given the product [Cl:3][C:4]1[C:5]2[CH:12]=[C:11]([C:13]3[CH2:14][CH2:15][N:16]([C:27](=[O:28])[CH2:26][CH2:25][N:19]4[CH2:24][CH2:23][CH2:22][CH2:21][CH2:20]4)[CH2:17][CH:18]=3)[NH:10][C:6]=2[N:7]=[CH:8][N:9]=1, predict the reactants needed to synthesize it. The reactants are: Cl.Cl.[Cl:3][C:4]1[C:5]2[CH:12]=[C:11]([C:13]3[CH2:14][CH2:15][NH:16][CH2:17][CH:18]=3)[NH:10][C:6]=2[N:7]=[CH:8][N:9]=1.[N:19]1([CH2:25][CH2:26][C:27](O)=[O:28])[CH2:24][CH2:23][CH2:22][CH2:21][CH2:20]1.ON1C2C=CC=CC=2N=N1.Cl.CN(C)CCCN=C=NCC.CCN(C(C)C)C(C)C. (3) Given the product [CH2:14]([C@H:10]1[N:11]([C:32](=[O:33])[C:31]2[CH:35]=[CH:36][CH:37]=[CH:38][C:30]=2[S:29][C:24]2[CH:25]=[CH:26][CH:27]=[CH:28][C:23]=2[C:21]#[N:22])[CH2:12][CH2:13][N:8]([C:6]([O:5][C:1]([CH3:4])([CH3:2])[CH3:3])=[O:7])[CH2:9]1)[C:15]1[CH:16]=[CH:17][CH:18]=[CH:19][CH:20]=1, predict the reactants needed to synthesize it. The reactants are: [C:1]([O:5][C:6]([N:8]1[CH2:13][CH2:12][NH:11][C@H:10]([CH2:14][C:15]2[CH:20]=[CH:19][CH:18]=[CH:17][CH:16]=2)[CH2:9]1)=[O:7])([CH3:4])([CH3:3])[CH3:2].[C:21]([C:23]1[CH:28]=[CH:27][CH:26]=[CH:25][C:24]=1[S:29][C:30]1[CH:38]=[CH:37][CH:36]=[CH:35][C:31]=1[C:32](O)=[O:33])#[N:22]. (4) Given the product [OH:6][NH:5][C:3](=[O:4])[C:2]([CH3:1])([S:26]([CH3:29])(=[O:28])=[O:27])[CH2:13][CH2:14][C:15]1[CH:16]=[CH:17][C:18]([N:21]2[CH:25]=[CH:24][CH:23]=[N:22]2)=[CH:19][CH:20]=1, predict the reactants needed to synthesize it. The reactants are: [CH3:1][C:2]([S:26]([CH3:29])(=[O:28])=[O:27])([CH2:13][CH2:14][C:15]1[CH:20]=[CH:19][C:18]([N:21]2[CH:25]=[CH:24][CH:23]=[N:22]2)=[CH:17][CH:16]=1)[C:3]([NH:5][O:6]C1CCCCO1)=[O:4].Cl.CO. (5) The reactants are: [Cl:1][C:2]1[CH:8]=[CH:7][C:5]([NH2:6])=[CH:4][CH:3]=1.[F:9][C:10]([F:21])([F:20])[C:11](=O)[CH:12]([CH3:18])[C:13](OCC)=[O:14]. Given the product [Cl:1][C:2]1[CH:8]=[C:7]2[C:5](=[CH:4][CH:3]=1)[N:6]=[C:11]([C:10]([F:21])([F:20])[F:9])[C:12]([CH3:18])=[C:13]2[OH:14], predict the reactants needed to synthesize it.